Dataset: Peptide-MHC class I binding affinity with 185,985 pairs from IEDB/IMGT. Task: Regression. Given a peptide amino acid sequence and an MHC pseudo amino acid sequence, predict their binding affinity value. This is MHC class I binding data. (1) The peptide sequence is YTAVVPLKY. The MHC is HLA-B57:01 with pseudo-sequence HLA-B57:01. The binding affinity (normalized) is 0.219. (2) The peptide sequence is ATRRMIQL. The MHC is HLA-A02:03 with pseudo-sequence HLA-A02:03. The binding affinity (normalized) is 0.